From a dataset of Peptide-MHC class II binding affinity with 134,281 pairs from IEDB. Regression. Given a peptide amino acid sequence and an MHC pseudo amino acid sequence, predict their binding affinity value. This is MHC class II binding data. (1) The peptide sequence is SGTVDFDEFMEMMTG. The MHC is HLA-DPA10201-DPB10101 with pseudo-sequence HLA-DPA10201-DPB10101. The binding affinity (normalized) is 0.524. (2) The peptide sequence is IEFRFYKEITNVFRG. The MHC is DRB3_0101 with pseudo-sequence DRB3_0101. The binding affinity (normalized) is 0.608. (3) The peptide sequence is GMFTNRSGSQ. The binding affinity (normalized) is 0. The MHC is HLA-DPA10201-DPB11401 with pseudo-sequence HLA-DPA10201-DPB11401. (4) The peptide sequence is KSILLIMNANTLMGR. The MHC is DRB5_0101 with pseudo-sequence DRB5_0101. The binding affinity (normalized) is 0.710. (5) The peptide sequence is YSDRGWGNGCGLFGK. The MHC is HLA-DQA10201-DQB10303 with pseudo-sequence HLA-DQA10201-DQB10303. The binding affinity (normalized) is 0. (6) The binding affinity (normalized) is 0.0627. The MHC is DRB1_1302 with pseudo-sequence DRB1_1302. The peptide sequence is YNAVLTHVKINDKCP. (7) The peptide sequence is YSKFASAQANIVAAT. The MHC is H-2-IAb with pseudo-sequence H-2-IAb. The binding affinity (normalized) is 0.661. (8) The peptide sequence is YYEIGKILSRDILSKINQPY. The MHC is DRB1_0101 with pseudo-sequence DRB1_0101. The binding affinity (normalized) is 0.609.